Dataset: Catalyst prediction with 721,799 reactions and 888 catalyst types from USPTO. Task: Predict which catalyst facilitates the given reaction. (1) Reactant: [CH3:1][C:2]([C:17]1[CH:22]=[CH:21][CH:20]=[CH:19][CH:18]=1)([CH2:13]/[CH:14]=[CH:15]/[CH3:16])[C:3]([O:5]CC1C=CC=CC=1)=[O:4]. Product: [CH3:1][C:2]([C:17]1[CH:18]=[CH:19][CH:20]=[CH:21][CH:22]=1)([CH2:13][CH2:14][CH2:15][CH3:16])[C:3]([OH:5])=[O:4]. The catalyst class is: 78. (2) The catalyst class is: 178. Reactant: C([O-])=O.[NH4+].C([N:12]1[CH2:18][CH2:17][CH2:16][CH2:15][CH:14]([NH:19][C:20]([C:22]2[CH:23]=[C:24]3[C:28](=[CH:29][CH:30]=2)[NH:27][N:26]=[CH:25]3)=[O:21])[CH2:13]1)C1C=CC=CC=1. Product: [NH:12]1[CH2:18][CH2:17][CH2:16][CH2:15][CH:14]([NH:19][C:20]([C:22]2[CH:23]=[C:24]3[C:28](=[CH:29][CH:30]=2)[NH:27][N:26]=[CH:25]3)=[O:21])[CH2:13]1. (3) Reactant: [SH:1][C:2]1[NH:7][C:6](=[O:8])[C:5]([O:9][CH:10]2[CH2:15][CH2:14][CH2:13][CH2:12][O:11]2)=[CH:4][N:3]=1.C(N(CC)CC)C.Br[CH2:24][C:25]1[CH:30]=[CH:29][CH:28]=[CH:27][CH:26]=1. Product: [CH2:24]([S:1][C:2]1[NH:7][C:6](=[O:8])[C:5]([O:9][CH:10]2[CH2:15][CH2:14][CH2:13][CH2:12][O:11]2)=[CH:4][N:3]=1)[C:25]1[CH:30]=[CH:29][CH:28]=[CH:27][CH:26]=1. The catalyst class is: 3.